From a dataset of Reaction yield outcomes from USPTO patents with 853,638 reactions. Predict the reaction yield, written as a fraction of the theoretical maximum amount of product (1.0 means a 100% yield; for example, 0.34 means a 34% yield). (1) The reactants are O=[C:2]([N:42]1[CH2:47][CH2:46][CH2:45][CH2:44][CH2:43]1)[CH2:3][N:4]([CH2:33][C:34]([N:36]1[CH2:41][CH2:40][CH2:39][CH2:38][CH2:37]1)=O)[C:5]1[C:18]2[O:17][CH2:16][CH2:15][N:14]3[C:10](=[C:11]([CH:27]4[CH2:32][CH2:31][CH2:30][CH2:29][CH2:28]4)[C:12]4[CH:22]=[CH:21][C:20]([C:23]([O:25][CH3:26])=[O:24])=[CH:19][C:13]=43)[C:9]=2[CH:8]=[CH:7][CH:6]=1.Cl.[OH-].[Na+].C(=O)([O-])O.[Na+]. The catalyst is O1CCCC1. The product is [N:36]1([CH2:34][CH2:33][N:4]([CH2:3][CH2:2][N:42]2[CH2:43][CH2:44][CH2:45][CH2:46][CH2:47]2)[C:5]2[C:18]3[O:17][CH2:16][CH2:15][N:14]4[C:10](=[C:11]([CH:27]5[CH2:32][CH2:31][CH2:30][CH2:29][CH2:28]5)[C:12]5[CH:22]=[CH:21][C:20]([C:23]([O:25][CH3:26])=[O:24])=[CH:19][C:13]=54)[C:9]=3[CH:8]=[CH:7][CH:6]=2)[CH2:37][CH2:38][CH2:39][CH2:40][CH2:41]1. The yield is 0.840. (2) The reactants are [OH-].[Li+].C[O:4][C:5](=[O:19])[CH:6]([O:17][CH3:18])[CH2:7][C:8]1[CH:13]=[CH:12][C:11]([OH:14])=[C:10]([O:15][CH3:16])[CH:9]=1. The catalyst is C1COCC1. The product is [OH:14][C:11]1[CH:12]=[CH:13][C:8]([CH2:7][CH:6]([O:17][CH3:18])[C:5]([OH:19])=[O:4])=[CH:9][C:10]=1[O:15][CH3:16]. The yield is 0.740.